This data is from Forward reaction prediction with 1.9M reactions from USPTO patents (1976-2016). The task is: Predict the product of the given reaction. (1) Given the reactants [CH2:1]([CH:8]1[CH2:17][C:16]2[C:11](=[CH:12][CH:13]=[CH:14][CH:15]=2)[CH2:10][N:9]1[CH2:18][CH2:19][NH2:20])[C:2]1[CH:7]=[CH:6][CH:5]=[CH:4][CH:3]=1.[C:21]1([N:27]=[C:28]=[O:29])[CH:26]=[CH:25][CH:24]=[CH:23][CH:22]=1, predict the reaction product. The product is: [CH2:1]([CH:8]1[CH2:17][C:16]2[C:11](=[CH:12][CH:13]=[CH:14][CH:15]=2)[CH2:10][N:9]1[CH2:18][CH2:19][NH:20][C:28]([NH:27][C:21]1[CH:26]=[CH:25][CH:24]=[CH:23][CH:22]=1)=[O:29])[C:2]1[CH:3]=[CH:4][CH:5]=[CH:6][CH:7]=1. (2) Given the reactants [C:1]([OH:10])(=[O:9])[C:2]1[C:3](=[CH:5][CH:6]=[CH:7][CH:8]=1)[OH:4].O.[N:12]([CH2:19][CH2:20][OH:21])([CH2:16][CH2:17][OH:18])[CH2:13][CH2:14][OH:15], predict the reaction product. The product is: [CH:7]1[CH:8]=[C:2]([C:1]([OH:10])=[O:9])[C:3]([OH:4])=[CH:5][CH:6]=1.[CH2:13]([N:12]([CH2:19][CH2:20][OH:21])[CH2:16][CH2:17][OH:18])[CH2:14][OH:15]. (3) The product is: [C:23]([N:8]1[C:9]([C:11]2[CH:16]=[CH:15][C:14]([N:17]3[CH2:22][CH2:21][CH2:20][CH2:19][CH2:18]3)=[CH:13][CH:12]=2)=[CH:10][C:6]([CH:4]=[O:3])=[N:7]1)([CH3:26])([CH3:25])[CH3:24]. Given the reactants C([O:3][C:4]([C:6]1[CH:10]=[C:9]([C:11]2[CH:16]=[CH:15][C:14]([N:17]3[CH2:22][CH2:21][CH2:20][CH2:19][CH2:18]3)=[CH:13][CH:12]=2)[N:8]([C:23]([CH3:26])([CH3:25])[CH3:24])[N:7]=1)=O)C.[H-].C([Al+]CC(C)C)C(C)C.Cl, predict the reaction product.